Task: Regression. Given two drug SMILES strings and cell line genomic features, predict the synergy score measuring deviation from expected non-interaction effect.. Dataset: Merck oncology drug combination screen with 23,052 pairs across 39 cell lines (1) Drug 1: CCC1(O)CC2CN(CCc3c([nH]c4ccccc34)C(C(=O)OC)(c3cc4c(cc3OC)N(C)C3C(O)(C(=O)OC)C(OC(C)=O)C5(CC)C=CCN6CCC43C65)C2)C1. Drug 2: N#Cc1ccc(Cn2cncc2CN2CCN(c3cccc(Cl)c3)C(=O)C2)cc1. Cell line: CAOV3. Synergy scores: synergy=18.3. (2) Drug 1: CS(=O)(=O)CCNCc1ccc(-c2ccc3ncnc(Nc4ccc(OCc5cccc(F)c5)c(Cl)c4)c3c2)o1. Drug 2: O=C(NOCC(O)CO)c1ccc(F)c(F)c1Nc1ccc(I)cc1F. Cell line: NCIH23. Synergy scores: synergy=11.8. (3) Drug 2: Cn1nnc2c(C(N)=O)ncn2c1=O. Drug 1: CCC1=CC2CN(C1)Cc1c([nH]c3ccccc13)C(C(=O)OC)(c1cc3c(cc1OC)N(C)C1C(O)(C(=O)OC)C(OC(C)=O)C4(CC)C=CCN5CCC31C54)C2. Cell line: UACC62. Synergy scores: synergy=-6.59. (4) Drug 1: CN1C(=O)C=CC2(C)C3CCC4(C)C(NC(=O)OCC(F)(F)F)CCC4C3CCC12. Drug 2: Nc1ccn(C2OC(CO)C(O)C2(F)F)c(=O)n1. Cell line: OVCAR3. Synergy scores: synergy=-5.60. (5) Drug 1: C=CCn1c(=O)c2cnc(Nc3ccc(N4CCN(C)CC4)cc3)nc2n1-c1cccc(C(C)(C)O)n1. Drug 2: Cn1c(=O)n(-c2ccc(C(C)(C)C#N)cc2)c2c3cc(-c4cnc5ccccc5c4)ccc3ncc21. Cell line: SW837. Synergy scores: synergy=23.6. (6) Drug 1: N#Cc1ccc(Cn2cncc2CN2CCN(c3cccc(Cl)c3)C(=O)C2)cc1. Drug 2: C=CCn1c(=O)c2cnc(Nc3ccc(N4CCN(C)CC4)cc3)nc2n1-c1cccc(C(C)(C)O)n1. Cell line: RPMI7951. Synergy scores: synergy=13.3.